Dataset: Peptide-MHC class I binding affinity with 185,985 pairs from IEDB/IMGT. Task: Regression. Given a peptide amino acid sequence and an MHC pseudo amino acid sequence, predict their binding affinity value. This is MHC class I binding data. The peptide sequence is VPKTSTYAL. The MHC is HLA-B07:02 with pseudo-sequence HLA-B07:02. The binding affinity (normalized) is 0.728.